This data is from M1 muscarinic receptor agonist screen with 61,833 compounds. The task is: Binary Classification. Given a drug SMILES string, predict its activity (active/inactive) in a high-throughput screening assay against a specified biological target. The compound is S(CC(=O)NCC1OCCC1)c1nc2c(cc(cc2)C)cc1C#N. The result is 0 (inactive).